Dataset: NCI-60 drug combinations with 297,098 pairs across 59 cell lines. Task: Regression. Given two drug SMILES strings and cell line genomic features, predict the synergy score measuring deviation from expected non-interaction effect. (1) Drug 2: C1CNP(=O)(OC1)N(CCCl)CCCl. Synergy scores: CSS=18.2, Synergy_ZIP=-7.72, Synergy_Bliss=-7.94, Synergy_Loewe=-65.4, Synergy_HSA=-7.61. Cell line: HCT-15. Drug 1: C1=NC(=NC(=O)N1C2C(C(C(O2)CO)O)O)N. (2) Drug 1: C1=NNC2=C1C(=O)NC=N2. Drug 2: CCN(CC)CCCC(C)NC1=C2C=C(C=CC2=NC3=C1C=CC(=C3)Cl)OC. Cell line: SNB-75. Synergy scores: CSS=19.6, Synergy_ZIP=-5.67, Synergy_Bliss=-2.25, Synergy_Loewe=1.91, Synergy_HSA=1.68. (3) Drug 1: CCCS(=O)(=O)NC1=C(C(=C(C=C1)F)C(=O)C2=CNC3=C2C=C(C=N3)C4=CC=C(C=C4)Cl)F. Drug 2: CS(=O)(=O)CCNCC1=CC=C(O1)C2=CC3=C(C=C2)N=CN=C3NC4=CC(=C(C=C4)OCC5=CC(=CC=C5)F)Cl. Cell line: PC-3. Synergy scores: CSS=6.12, Synergy_ZIP=1.32, Synergy_Bliss=4.17, Synergy_Loewe=5.85, Synergy_HSA=2.75. (4) Drug 1: B(C(CC(C)C)NC(=O)C(CC1=CC=CC=C1)NC(=O)C2=NC=CN=C2)(O)O. Drug 2: CC1C(C(CC(O1)OC2CC(CC3=C2C(=C4C(=C3O)C(=O)C5=CC=CC=C5C4=O)O)(C(=O)C)O)N)O. Cell line: SNB-19. Synergy scores: CSS=45.1, Synergy_ZIP=-7.96, Synergy_Bliss=-8.02, Synergy_Loewe=-3.00, Synergy_HSA=-1.50. (5) Drug 1: CC=C1C(=O)NC(C(=O)OC2CC(=O)NC(C(=O)NC(CSSCCC=C2)C(=O)N1)C(C)C)C(C)C. Drug 2: CCN(CC)CCNC(=O)C1=C(NC(=C1C)C=C2C3=C(C=CC(=C3)F)NC2=O)C. Cell line: U251. Synergy scores: CSS=48.9, Synergy_ZIP=-1.18, Synergy_Bliss=-3.41, Synergy_Loewe=-62.2, Synergy_HSA=-5.68.